From a dataset of Full USPTO retrosynthesis dataset with 1.9M reactions from patents (1976-2016). Predict the reactants needed to synthesize the given product. Given the product [CH3:31][N:32]1[CH2:38][CH2:37][CH2:36][N:35]([CH2:2][C:3]([NH:5][C:6]2[CH:7]=[C:8]([CH:23]=[CH:24][C:25]=2[O:26][C:27]([F:30])([F:29])[F:28])[C:9]([NH:11][C:12]2[S:13][C:14]([C:17]3[CH:22]=[CH:21][CH:20]=[CH:19][CH:18]=3)=[N:15][N:16]=2)=[O:10])=[O:4])[CH2:34][CH2:33]1, predict the reactants needed to synthesize it. The reactants are: Cl[CH2:2][C:3]([NH:5][C:6]1[CH:7]=[C:8]([CH:23]=[CH:24][C:25]=1[O:26][C:27]([F:30])([F:29])[F:28])[C:9]([NH:11][C:12]1[S:13][C:14]([C:17]2[CH:22]=[CH:21][CH:20]=[CH:19][CH:18]=2)=[N:15][N:16]=1)=[O:10])=[O:4].[CH3:31][N:32]1[CH2:38][CH2:37][CH2:36][NH:35][CH2:34][CH2:33]1.[I-].[K+].C(N(C(C)C)C(C)C)C.